From a dataset of Catalyst prediction with 721,799 reactions and 888 catalyst types from USPTO. Predict which catalyst facilitates the given reaction. (1) Reactant: [I:1][C:2]1[C:6]([C:7]([O:9][CH2:10][CH3:11])=[O:8])=[CH:5][NH:4][N:3]=1.[O:12]1[CH:17]=[CH:16][CH2:15][CH2:14][CH2:13]1.CC1C=CC(S(O)(=O)=O)=CC=1. Product: [I:1][C:2]1[C:6]([C:7]([O:9][CH2:10][CH3:11])=[O:8])=[CH:5][N:4]([CH:13]2[CH2:14][CH2:15][CH2:16][CH2:17][O:12]2)[N:3]=1. The catalyst class is: 1. (2) Product: [Br:18][CH2:12][CH2:11][CH2:10][NH:9][C:7]([C:2]1[CH:3]=[CH:4][CH:5]=[CH:6][N:1]=1)=[O:8]. Reactant: [N:1]1[CH:6]=[CH:5][CH:4]=[CH:3][C:2]=1[C:7]([NH:9][CH2:10][CH2:11][CH2:12]OS(C)(=O)=O)=[O:8].[Br-:18].[Li+]. The catalyst class is: 21. (3) Reactant: [Br:1][C:2]1[C:3]([CH3:9])=[N:4][C:5](Br)=[CH:6][CH:7]=1.[CH:10]1(B(O)O)[CH2:12][CH2:11]1.C([O-])([O-])=O.[Cs+].[Cs+]. Product: [Br:1][C:2]1[C:3]([CH3:9])=[N:4][C:5]([CH:10]2[CH2:12][CH2:11]2)=[CH:6][CH:7]=1. The catalyst class is: 203. (4) Reactant: [Br:1][C:2]1[CH:3]=[C:4]([C@:11]([NH:15][C:16](=[O:19])[CH2:17]Cl)(C)[CH2:12][OH:13])[CH:5]=[C:6]([N+:8]([O-:10])=[O:9])[CH:7]=1.[CH3:20]C([O-])(C)C.[K+].O. Product: [Br:1][C:2]1[CH:3]=[C:4]([CH:11]2[NH:15][C:16](=[O:19])[CH2:17][O:13][C@@H:12]2[CH3:20])[CH:5]=[C:6]([N+:8]([O-:10])=[O:9])[CH:7]=1. The catalyst class is: 107.